Dataset: Forward reaction prediction with 1.9M reactions from USPTO patents (1976-2016). Task: Predict the product of the given reaction. (1) Given the reactants [Cl:1][C:2]1[N:7]=[CH:6][C:5]([S:8][C:9]2[N:13]([C:14]3[CH:19]=[CH:18][CH:17]=[CH:16][C:15]=3[F:20])[N:12]=[C:11]([C:21]([O:23]CC)=O)[CH:10]=2)=[CH:4][CH:3]=1.[CH3:26][NH2:27].CO, predict the reaction product. The product is: [Cl:1][C:2]1[N:7]=[CH:6][C:5]([S:8][C:9]2[N:13]([C:14]3[CH:19]=[CH:18][CH:17]=[CH:16][C:15]=3[F:20])[N:12]=[C:11]([C:21]([NH:27][CH3:26])=[O:23])[CH:10]=2)=[CH:4][CH:3]=1. (2) Given the reactants [Cl:1][C:2]1[CH:10]=[C:9]([CH:11]([O:13][C:14]2[CH:19]=[CH:18][CH:17]=[CH:16][CH:15]=2)[CH3:12])[CH:8]=[CH:7][C:3]=1[C:4]([OH:6])=O.Cl.CN(C)CCCN=C=NCC.[NH2:32][CH2:33][C:34]1[C:35]([OH:42])=[N:36][C:37]([CH3:41])=[CH:38][C:39]=1[CH3:40], predict the reaction product. The product is: [Cl:1][C:2]1[CH:10]=[C:9]([CH:11]([O:13][C:14]2[CH:19]=[CH:18][CH:17]=[CH:16][CH:15]=2)[CH3:12])[CH:8]=[CH:7][C:3]=1[C:4]([NH:32][CH2:33][C:34]1[C:35]([OH:42])=[N:36][C:37]([CH3:41])=[CH:38][C:39]=1[CH3:40])=[O:6]. (3) Given the reactants [C:1]([O:4][CH2:5][C@H:6]1[CH2:11][C@@H:10]([O:12][C:13](=[O:15])[CH3:14])[CH2:9][CH2:8][C@@:7]1([C@H:17]1[CH2:25][CH2:24][C@@:23]2([CH3:26])[C@@H:19]([CH2:20][C@H:21]([O:28][C:29](=[O:31])[CH3:30])[C:22]2=[CH2:27])[C@@H:18]1[CH2:32][O:33][Si](C(C)(C)C)(C1C=CC=CC=1)C1C=CC=CC=1)[CH3:16])(=[O:3])[CH3:2].CCCC[N+](CCCC)(CCCC)CCCC.[F-], predict the reaction product. The product is: [C:1]([O:4][CH2:5][C@H:6]1[CH2:11][C@@H:10]([O:12][C:13](=[O:15])[CH3:14])[CH2:9][CH2:8][C@@:7]1([C@H:17]1[CH2:25][CH2:24][C@@:23]2([CH3:26])[C@@H:19]([CH2:20][C@H:21]([O:28][C:29](=[O:31])[CH3:30])[C:22]2=[CH2:27])[C@@H:18]1[CH2:32][OH:33])[CH3:16])(=[O:3])[CH3:2]. (4) Given the reactants [NH2:1][C:2](C(Cl)(Cl)Cl)=[C:3]([C:29]#[N:30])[C:4]([NH:6][C:7]1[CH:8]=[N:9][CH:10]=[C:11]([F:28])[C:12]=1[N:13]1[CH2:18][CH2:17][CH:16]([C:19]([N:21]2[CH2:26][CH2:25][N:24]([CH3:27])[CH2:23][CH2:22]2)=[O:20])[CH2:15][CH2:14]1)=O.[OH2:35].[NH2:36][NH2:37], predict the reaction product. The product is: [NH2:1][C:2]1[C:3]([C:4]([NH:6][C:7]2[CH:8]=[N:9][CH:10]=[C:11]([F:28])[C:12]=2[N:13]2[CH2:14][CH2:15][CH:16]([C:19]([N:21]3[CH2:22][CH2:23][N:24]([CH3:27])[CH2:25][CH2:26]3)=[O:20])[CH2:17][CH2:18]2)=[O:35])=[C:29]([NH2:30])[NH:37][N:36]=1. (5) Given the reactants [Br:1][C:2]1[CH:9]=[CH:8][C:5]([CH:6]=O)=[C:4]([Cl:10])[CH:3]=1.[NH:11]1[CH2:16][CH2:15][O:14][CH2:13][CH2:12]1.C(O)(=O)C.C(O[BH-](OC(=O)C)OC(=O)C)(=O)C.[Na+], predict the reaction product. The product is: [Br:1][C:2]1[CH:9]=[CH:8][C:5]([CH2:6][N:11]2[CH2:16][CH2:15][O:14][CH2:13][CH2:12]2)=[C:4]([Cl:10])[CH:3]=1. (6) The product is: [Cl:38][C:35]1[CH:36]=[CH:37][C:32]([C:23]2[N:22]([CH3:39])[C:21]([C:8]3[CH:9]=[CH:10][C:5]([S:2]([NH2:1])(=[O:4])=[O:3])=[CH:6][CH:7]=3)=[C:25]([C:26]([CH:28]3[CH2:30][CH2:29]3)=[O:27])[C:24]=2[CH3:31])=[CH:33][CH:34]=1. Given the reactants [NH2:1][S:2]([C:5]1[CH:10]=[CH:9][C:8](B(O)O)=[CH:7][CH:6]=1)(=[O:4])=[O:3].C(=O)([O-])[O-].[K+].[K+].Br[C:21]1[N:22]([CH3:39])[C:23]([C:32]2[CH:37]=[CH:36][C:35]([Cl:38])=[CH:34][CH:33]=2)=[C:24]([CH3:31])[C:25]=1[C:26]([CH:28]1[CH2:30][CH2:29]1)=[O:27].C(O)C, predict the reaction product. (7) Given the reactants [NH2:1][C:2]([CH3:13])([CH3:12])[CH2:3][CH2:4][C:5]([O:7][C:8]([CH3:11])([CH3:10])[CH3:9])=[O:6].[Cl:14][CH2:15][CH:16]=O.C(O)(=O)C.C([BH3-])#N.[Na+], predict the reaction product. The product is: [Cl:14][CH2:15][CH2:16][NH:1][C:2]([CH3:13])([CH3:12])[CH2:3][CH2:4][C:5]([O:7][C:8]([CH3:11])([CH3:10])[CH3:9])=[O:6]. (8) Given the reactants [NH2:1][C:2]1[CH:11]=[CH:10][C:5]([C:6]([O:8][CH3:9])=[O:7])=[C:4]([Cl:12])[CH:3]=1.N1C=CC=CC=1.[CH3:19][S:20](Cl)(=[O:22])=[O:21], predict the reaction product. The product is: [Cl:12][C:4]1[CH:3]=[C:2]([NH:1][S:20]([CH3:19])(=[O:22])=[O:21])[CH:11]=[CH:10][C:5]=1[C:6]([O:8][CH3:9])=[O:7]. (9) Given the reactants [C:1]([O:5][C:6]([N:8]1[CH2:13][CH2:12][C:11]([C:17]2[CH:22]=[CH:21][C:20]([Cl:23])=[CH:19][CH:18]=2)([C:14]([OH:16])=[O:15])[CH2:10][CH2:9]1)=[O:7])([CH3:4])([CH3:3])[CH3:2].[CH:24]1C=CC=CC=1.C[Si](C=[N+]=[N-])(C)C, predict the reaction product. The product is: [CH3:24][O:15][C:14]([C:11]1([C:17]2[CH:22]=[CH:21][C:20]([Cl:23])=[CH:19][CH:18]=2)[CH2:10][CH2:9][N:8]([C:6]([O:5][C:1]([CH3:4])([CH3:2])[CH3:3])=[O:7])[CH2:13][CH2:12]1)=[O:16]. (10) The product is: [Br:1][C:2]1[CH:7]=[CH:6][C:5]([S:8]([N:11]([CH3:12])[CH2:13][C:14]2[O:18][CH:17]=[C:16]([C:19]([N:47]3[CH2:48][CH2:49][CH2:50][N:44]([CH2:43][CH2:42][CH2:41][N:36]4[CH2:37][CH2:38][CH2:39][CH2:40]4)[CH2:45][CH2:46]3)=[O:21])[CH:15]=2)(=[O:9])=[O:10])=[C:4]([CH2:22][CH3:23])[CH:3]=1. Given the reactants [Br:1][C:2]1[CH:7]=[CH:6][C:5]([S:8]([N:11]([CH2:13][C:14]2[O:18][CH:17]=[C:16]([C:19]([OH:21])=O)[CH:15]=2)[CH3:12])(=[O:10])=[O:9])=[C:4]([CH2:22][CH3:23])[CH:3]=1.C1N=CN(C(N2C=NC=C2)=O)C=1.[N:36]1([CH2:41][CH2:42][CH2:43][N:44]2[CH2:50][CH2:49][CH2:48][NH:47][CH2:46][CH2:45]2)[CH2:40][CH2:39][CH2:38][CH2:37]1, predict the reaction product.